This data is from Catalyst prediction with 721,799 reactions and 888 catalyst types from USPTO. The task is: Predict which catalyst facilitates the given reaction. Reactant: [CH:1]1([N:5]2[C:9](B3OC(C)(C)C(C)(C)O3)=[CH:8][CH:7]=[N:6]2)[CH2:4][CH2:3][CH2:2]1.Br[C:20]1[C:25]([CH2:26][OH:27])=[CH:24][CH:23]=[CH:22][N:21]=1.C(=O)([O-])[O-].[Na+].[Na+].O1CCOCC1. Product: [CH:1]1([N:5]2[C:9]([C:20]3[C:25]([CH2:26][OH:27])=[CH:24][CH:23]=[CH:22][N:21]=3)=[CH:8][CH:7]=[N:6]2)[CH2:2][CH2:3][CH2:4]1. The catalyst class is: 263.